From a dataset of Reaction yield outcomes from USPTO patents with 853,638 reactions. Predict the reaction yield, written as a fraction of the theoretical maximum amount of product (1.0 means a 100% yield; for example, 0.34 means a 34% yield). (1) The reactants are O/[CH:2]=[CH:3]/[C:4](=[O:12])[CH2:5][C:6]1[CH:11]=[CH:10][CH:9]=[CH:8][CH:7]=1.Cl.[CH3:14][NH:15][CH3:16].C([O-])([O-])=O.[K+].[K+]. The catalyst is C1COCC1. The product is [CH3:14][N:15]([CH3:16])/[CH:2]=[CH:3]/[C:4](=[O:12])[CH2:5][C:6]1[CH:11]=[CH:10][CH:9]=[CH:8][CH:7]=1. The yield is 0.430. (2) The reactants are [Cl:1][C:2]1[S:6][C:5]([S:7](Cl)(=[O:9])=[O:8])=[CH:4][CH:3]=1.[CH3:11][N:12]1[CH2:17][CH2:16][NH:15][CH2:14][CH2:13]1. The catalyst is N1C=CC=CC=1. The product is [ClH:1].[Cl:1][C:2]1[S:6][C:5]([S:7]([N:15]2[CH2:16][CH2:17][N:12]([CH3:11])[CH2:13][CH2:14]2)(=[O:9])=[O:8])=[CH:4][CH:3]=1. The yield is 0.630. (3) The catalyst is CO.C1(C)C=CC=CC=1. The reactants are [I:1][C:2]1[N:3](C(C2C=CC=CC=2)(C2C=CC=CC=2)C2C=CC=CC=2)[CH:4]=[C:5]([C:7]2[S:8][C:9]([CH3:12])=[CH:10][CH:11]=2)[N:6]=1.CC(O)=O. The product is [I:1][C:2]1[NH:3][CH:4]=[C:5]([C:7]2[S:8][C:9]([CH3:12])=[CH:10][CH:11]=2)[N:6]=1. The yield is 0.860. (4) No catalyst specified. The yield is 0.740. The product is [NH2:1][C:2]1[CH:3]=[CH:4][C:5]([CH3:22])=[C:6]([NH:8][C:24]2[O:25][C:26]([C:30]3[CH:37]=[C:36]([CH3:38])[C:33]([C:34]#[N:35])=[C:32]([CH3:39])[CH:31]=3)=[C:27]([Cl:29])[N:28]=2)[CH:7]=1. The reactants are [NH2:1][C:2]1[CH:3]=[CH:4][C:5]([CH3:22])=[C:6]([NH:8]C2OC(C3C=CC(C#N)=CC=3)=CN=2)[CH:7]=1.Cl[C:24]1[O:25][C:26]([C:30]2[CH:37]=[C:36]([CH3:38])[C:33]([C:34]#[N:35])=[C:32]([CH3:39])[CH:31]=2)=[C:27]([Cl:29])[N:28]=1.ClC1OC(C2C=CC(C#N)=CC=2)=CN=1.